This data is from Acute oral toxicity (LD50) regression data from Zhu et al.. The task is: Regression/Classification. Given a drug SMILES string, predict its toxicity properties. Task type varies by dataset: regression for continuous values (e.g., LD50, hERG inhibition percentage) or binary classification for toxic/non-toxic outcomes (e.g., AMES mutagenicity, cardiotoxicity, hepatotoxicity). Dataset: ld50_zhu. The molecule is CCC(=O)OC1C(C)OC(OC2C(C)OC(OC3C(CC=O)CC(C)C(O)C=CC=CCC(C)OC(=O)CC(OC(C)=O)C3OC)C(O)C2N(C)C)CC1(C)O. The rat oral LD50 is 1.92, given as -log10 of the dose in mol/kg body weight (higher means more acutely toxic).